Dataset: Reaction yield outcomes from USPTO patents with 853,638 reactions. Task: Predict the reaction yield, written as a fraction of the theoretical maximum amount of product (1.0 means a 100% yield; for example, 0.34 means a 34% yield). (1) The reactants are [N:1]1[CH:6]=[CH:5][C:4]([CH3:7])=[CH:3][C:2]=1[CH3:8].ClC1C=C(C=CC=1)C(OO)=[O:14].S([O-])(O)=O.[Na+]. The catalyst is C(Cl)Cl. The product is [CH3:8][C:2]1[CH:3]=[C:4]([CH3:7])[CH:5]=[CH:6][N+:1]=1[O-:14]. The yield is 0.669. (2) The product is [OH:32][C@@H:30]([C:22]1[N:21]([C:10]2[N:9]=[C:8]3[C:13]([N:14]=[C:6]([CH2:5][CH:3]4[CH2:4][N:1]([C:43](=[O:47])[CH:44]([CH3:46])[CH3:45])[CH2:2]4)[N:7]3[CH3:33])=[C:12]([N:15]3[CH2:20][CH2:19][O:18][CH2:17][CH2:16]3)[N:11]=2)[C:25]2[CH:26]=[CH:27][CH:28]=[CH:29][C:24]=2[N:23]=1)[CH3:31]. The yield is 0.240. The reactants are [NH:1]1[CH2:4][CH:3]([CH2:5][C:6]2[N:7]([CH3:33])[C:8]3[C:13]([N:14]=2)=[C:12]([N:15]2[CH2:20][CH2:19][O:18][CH2:17][CH2:16]2)[N:11]=[C:10]([N:21]2[C:25]4[CH:26]=[CH:27][CH:28]=[CH:29][C:24]=4[N:23]=[C:22]2[C@H:30]([OH:32])[CH3:31])[N:9]=3)[CH2:2]1.CCN(C(C)C)C(C)C.[C:43](Cl)(=[O:47])[CH:44]([CH3:46])[CH3:45]. The catalyst is C(Cl)Cl. (3) The reactants are [Cl:1][C:2]1[C:3]([F:12])=[CH:4][C:5]([OH:11])=[C:6]([C:8](=[O:10])[CH3:9])[CH:7]=1.S(=O)(=O)(O)O.[Br:18]N1C(=O)CCC1=O. The catalyst is O.ClCCl.CC(O)=O. The product is [Br:18][C:4]1[C:5]([OH:11])=[C:6]([C:8](=[O:10])[CH3:9])[CH:7]=[C:2]([Cl:1])[C:3]=1[F:12]. The yield is 0.809. (4) The reactants are [CH3:1][C:2]1[C:3]2[CH:4]=[CH:5][C:6]([O:14][CH2:15][CH2:16][CH2:17][CH:18]=O)=[N:7][C:8]=2[NH:9][C:10](=[O:13])[C:11]=1[CH3:12].Cl.[Cl:21][C:22]1[C:27]([Cl:28])=[CH:26][CH:25]=[CH:24][C:23]=1[N:29]1[CH2:34][CH2:33][NH:32][CH2:31][CH2:30]1.C(N(CC)CC)C.[BH-](OC(C)=O)(OC(C)=O)OC(C)=O.[Na+]. The catalyst is ClC(Cl)C.O. The product is [Cl:21][C:22]1[C:27]([Cl:28])=[CH:26][CH:25]=[CH:24][C:23]=1[N:29]1[CH2:34][CH2:33][N:32]([CH2:18][CH2:17][CH2:16][CH2:15][O:14][C:6]2[N:7]=[C:8]3[C:3]([C:2]([CH3:1])=[C:11]([CH3:12])[C:10](=[O:13])[NH:9]3)=[CH:4][CH:5]=2)[CH2:31][CH2:30]1. The yield is 0.680. (5) The reactants are C([O:4][C:5]1[CH:10]=[CH:9][C:8]([C:11]2[O:15][C:14]([CH:16]([O:29][Si](C(C)(C)C)(C)C)[CH2:17][CH2:18][CH2:19][CH2:20][CH2:21][CH2:22][C:23]3[CH:28]=[CH:27][CH:26]=[CH:25][CH:24]=3)=[N:13][CH:12]=2)=[CH:7][CH:6]=1)(=O)C.[Si](OC(C1OC([Sn](CCCC)(CCCC)CCCC)=CN=1)CCCCCCC1C=CC=CC=1)(C(C)(C)C)(C)C.C(OC1C=CC(I)=CC=1)(=O)C. No catalyst specified. The product is [OH:4][C:5]1[CH:6]=[CH:7][C:8]([C:11]2[O:15][C:14]([C:16](=[O:29])[CH2:17][CH2:18][CH2:19][CH2:20][CH2:21][CH2:22][C:23]3[CH:24]=[CH:25][CH:26]=[CH:27][CH:28]=3)=[N:13][CH:12]=2)=[CH:9][CH:10]=1. The yield is 0.540. (6) The catalyst is ClCCl.C(OCC)(=O)C. The reactants are [N:1]1([CH2:10][CH2:11][CH2:12][OH:13])[C:5]2[CH:6]=[CH:7][CH:8]=[CH:9][C:4]=2[N:3]=[CH:2]1.[Na].C(=O)(O)[O-].[Na+].S([O-])([O-])(=O)=S.[Na+].[Na+]. The product is [N:1]1([CH2:10][CH2:11][CH:12]=[O:13])[C:5]2[CH:6]=[CH:7][CH:8]=[CH:9][C:4]=2[N:3]=[CH:2]1. The yield is 0.800. (7) The reactants are [C:1]1([CH:7]([C:30]2[CH:35]=[CH:34][CH:33]=[CH:32][CH:31]=2)[N:8]2[C:12]3=[N:13][CH:14]=[CH:15][CH:16]=[C:11]3[C:10](O)([C:17]3[C:26]([OH:27])=[CH:25][C:20]4[O:21][CH2:22][CH2:23][O:24][C:19]=4[CH:18]=3)[C:9]2=[O:29])[CH:6]=[CH:5][CH:4]=[CH:3][CH:2]=1.C([SiH](CC)CC)C.FC(F)(F)C(O)=O. The catalyst is ClCCl. The product is [C:30]1([CH:7]([C:1]2[CH:2]=[CH:3][CH:4]=[CH:5][CH:6]=2)[N:8]2[C:12]3=[N:13][CH:14]=[CH:15][CH:16]=[C:11]3[CH:10]([C:17]3[C:26]([OH:27])=[CH:25][C:20]4[O:21][CH2:22][CH2:23][O:24][C:19]=4[CH:18]=3)[C:9]2=[O:29])[CH:31]=[CH:32][CH:33]=[CH:34][CH:35]=1. The yield is 0.560.